From a dataset of Catalyst prediction with 721,799 reactions and 888 catalyst types from USPTO. Predict which catalyst facilitates the given reaction. (1) Reactant: I[CH2:2][C@@H:3]([CH3:16])[CH2:4][N:5]1[C:10]2[CH:11]=[CH:12][CH:13]=[CH:14][C:9]=2[O:8][CH2:7][C:6]1=[O:15].[CH2:17]([CH:22]1[CH2:28][CH:27]2[NH:29][CH:24]([CH2:25][CH2:26]2)[CH2:23]1)[CH2:18][CH2:19][CH2:20][CH3:21]. Product: [CH3:16][C@H:3]([CH2:2][N:29]1[CH:24]2[CH2:25][CH2:26][CH:27]1[CH2:28][CH:22]([CH2:17][CH2:18][CH2:19][CH2:20][CH3:21])[CH2:23]2)[CH2:4][N:5]1[C:10]2[CH:11]=[CH:12][CH:13]=[CH:14][C:9]=2[O:8][CH2:7][C:6]1=[O:15]. The catalyst class is: 424. (2) Reactant: C[Si](C)(C)[O:3][C:4]([C:10]1[CH:15]=[CH:14][C:13]([O:16][CH3:17])=[C:12]([CH3:18])[CH:11]=1)([CH3:9])[C:5]([F:8])([F:7])[F:6].Cl.O.C(OCC)(=O)C. Product: [F:6][C:5]([F:7])([F:8])[C:4]([C:10]1[CH:15]=[CH:14][C:13]([O:16][CH3:17])=[C:12]([CH3:18])[CH:11]=1)([OH:3])[CH3:9]. The catalyst class is: 1. (3) Reactant: [CH2:1]([CH:3]([N:6]1[CH:11]=[C:10]([CH3:12])[N:9]=[C:8](SC)[C:7]1=[O:15])[CH2:4][CH3:5])[CH3:2].O[O:17][S:18]([O-:20])=O.[K+].[CH2:22]1COCC1. Product: [CH2:1]([CH:3]([N:6]1[CH:11]=[C:10]([CH3:12])[N:9]=[C:8]([S:18]([CH3:22])(=[O:20])=[O:17])[C:7]1=[O:15])[CH2:4][CH3:5])[CH3:2]. The catalyst class is: 69. (4) Reactant: C([O:8][C:9]1[N:14]=[CH:13][C:12]([CH2:15][CH:16]([NH:31][C:32]([N:34]2[CH2:39][CH2:38][CH:37]([N:40]3[CH2:49][C:48]4[C:43](=[CH:44][CH:45]=[CH:46][CH:47]=4)[NH:42][C:41]3=[O:50])[CH2:36][CH2:35]2)=[O:33])[C:17]([N:19]2[CH2:24][CH2:23][CH:22]([N:25]3[CH2:30][CH2:29][CH2:28][CH2:27][CH2:26]3)[CH2:21][CH2:20]2)=[O:18])=[CH:11][CH:10]=1)C1C=CC=CC=1. Product: [N:25]1([CH:22]2[CH2:21][CH2:20][N:19]([C:17](=[O:18])[CH:16]([NH:31][C:32]([N:34]3[CH2:35][CH2:36][CH:37]([N:40]4[CH2:49][C:48]5[C:43](=[CH:44][CH:45]=[CH:46][CH:47]=5)[NH:42][C:41]4=[O:50])[CH2:38][CH2:39]3)=[O:33])[CH2:15][C:12]3[CH:11]=[CH:10][C:9](=[O:8])[NH:14][CH:13]=3)[CH2:24][CH2:23]2)[CH2:26][CH2:27][CH2:28][CH2:29][CH2:30]1. The catalyst class is: 43. (5) Reactant: [ClH:1].[N:2]1[CH:7]=[CH:6][C:5]([N:8]2[CH2:36][CH2:35][C:11]3([CH2:16][CH2:15][N:14]([C:17]([C:19]4[S:27][C:26]5[CH2:25][CH2:24][N:23](C(OC(C)(C)C)=O)[CH2:22][C:21]=5[CH:20]=4)=[O:18])[CH2:13][CH2:12]3)[CH2:10][CH2:9]2)=[CH:4][CH:3]=1. Product: [ClH:1].[N:2]1[CH:7]=[CH:6][C:5]([N:8]2[CH2:36][CH2:35][C:11]3([CH2:16][CH2:15][N:14]([C:17]([C:19]4[S:27][C:26]5[CH2:25][CH2:24][NH:23][CH2:22][C:21]=5[CH:20]=4)=[O:18])[CH2:13][CH2:12]3)[CH2:10][CH2:9]2)=[CH:4][CH:3]=1. The catalyst class is: 5. (6) Reactant: [Br:1][C:2]1[CH:7]=[C:6]([CH3:8])[C:5]([N+:9]([O-:11])=[O:10])=[CH:4][N:3]=1.CO[CH:14](OC)[N:15]([CH3:17])[CH3:16].O. Product: [Br:1][C:2]1[CH:7]=[C:6]([CH:8]=[CH:14][N:15]([CH3:17])[CH3:16])[C:5]([N+:9]([O-:11])=[O:10])=[CH:4][N:3]=1. The catalyst class is: 9. (7) Reactant: CN(C)C=O.C(=O)([O-])[O-].[K+].[K+].I[C:13]1[C:18]([O:19][C:20]2[C:29]3[C:24](=[CH:25][C:26]([O:32][CH3:33])=[C:27]([O:30][CH3:31])[CH:28]=3)[N:23]=[CH:22][CH:21]=2)=[CH:17][CH:16]=[C:15]([CH3:34])[N:14]=1.[C:35]([C:37]1[CH:38]=[C:39](B(O)O)[CH:40]=[CH:41][CH:42]=1)#[N:36]. Product: [CH3:31][O:30][C:27]1[CH:28]=[C:29]2[C:24](=[CH:25][C:26]=1[O:32][CH3:33])[N:23]=[CH:22][CH:21]=[C:20]2[O:19][C:18]1[C:13]([C:41]2[CH:42]=[C:37]([CH:38]=[CH:39][CH:40]=2)[C:35]#[N:36])=[N:14][C:15]([CH3:34])=[CH:16][CH:17]=1. The catalyst class is: 6. (8) Reactant: C[O:2][C:3](=[O:41])[CH2:4][O:5][C:6]1[CH:11]=[CH:10][C:9]([O:12][CH2:13][C:14]2[S:15][C:16]([C:29]3[CH:34]=[CH:33][C:32]([O:35][C:36]([F:39])([F:38])[F:37])=[CH:31][CH:30]=3)=[C:17]([C:19]3[CH:24]=[CH:23][C:22]([O:25][CH:26]([CH3:28])[CH3:27])=[CH:21][CH:20]=3)[N:18]=2)=[CH:8][C:7]=1[CH3:40].[Li+].[OH-].Cl.CCOC(C)=O. Product: [CH:26]([O:25][C:22]1[CH:21]=[CH:20][C:19]([C:17]2[N:18]=[C:14]([CH2:13][O:12][C:9]3[CH:10]=[CH:11][C:6]([O:5][CH2:4][C:3]([OH:41])=[O:2])=[C:7]([CH3:40])[CH:8]=3)[S:15][C:16]=2[C:29]2[CH:30]=[CH:31][C:32]([O:35][C:36]([F:38])([F:39])[F:37])=[CH:33][CH:34]=2)=[CH:24][CH:23]=1)([CH3:28])[CH3:27]. The catalyst class is: 20. (9) Reactant: [C:1]([Br:5])(Br)(Br)Br.[CH2:6]([Si:9]([CH2:24][CH:25]=[CH2:26])([CH2:21][CH:22]=[CH2:23])[CH2:10][CH2:11][CH2:12][C:13]1[CH:20]=[CH:19][C:16](CO)=[CH:15][CH:14]=1)[CH:7]=[CH2:8].C1(P(C2C=CC=CC=2)C2C=CC=CC=2)C=CC=CC=1. Product: [CH2:24]([Si:9]([CH2:6][CH:7]=[CH2:8])([CH2:21][CH:22]=[CH2:23])[CH2:10][CH2:11][CH2:12][C:13]1[CH:14]=[CH:15][C:16]([CH2:1][Br:5])=[CH:19][CH:20]=1)[CH:25]=[CH2:26]. The catalyst class is: 2.